From a dataset of Full USPTO retrosynthesis dataset with 1.9M reactions from patents (1976-2016). Predict the reactants needed to synthesize the given product. (1) Given the product [CH:22]([C:10]1[CH:9]=[C:5]([CH:4]=[C:3]([CH3:11])[C:2]=1[OH:1])[C:6]([OH:7])=[O:24])=[O:23], predict the reactants needed to synthesize it. The reactants are: [OH:1][C:2]1[CH:10]=[CH:9][C:5]([C:6](O)=[O:7])=[CH:4][C:3]=1[CH3:11].C1N2CN3CN(C2)CN1C3.[CH3:22][OH:23].[OH2:24]. (2) Given the product [Cl:1][C:2]1[CH:9]=[C:8]([C:20]2[CH:21]=[N:22][CH:23]=[C:24]([Cl:28])[C:25]=2[CH2:26][OH:27])[CH:7]=[CH:6][C:3]=1[C:4]#[N:5], predict the reactants needed to synthesize it. The reactants are: [Cl:1][C:2]1[CH:9]=[C:8](B2OC(C)(C)C(C)(C)O2)[CH:7]=[CH:6][C:3]=1[C:4]#[N:5].Br[C:20]1[CH:21]=[N:22][CH:23]=[C:24]([Cl:28])[C:25]=1[CH2:26][OH:27].C(Cl)Cl.C([O-])([O-])=O.[Na+].[Na+]. (3) Given the product [CH3:1][C:2]1[C:6]2[C:7](=[O:19])[N:8]([CH2:11][CH2:12][N:13]3[CH2:14][CH2:15][CH2:16][CH2:17][CH2:18]3)[CH2:9][CH2:10][C:5]=2[NH:4][C:3]=1[CH:20]=[C:29]1[C:28]2[C:32](=[CH:33][CH:34]=[C:26]([NH:22][C:23](=[O:24])[CH3:25])[CH:27]=2)[NH:31][C:30]1=[O:35], predict the reactants needed to synthesize it. The reactants are: [CH3:1][C:2]1[C:6]2[C:7](=[O:19])[N:8]([CH2:11][CH2:12][N:13]3[CH2:18][CH2:17][CH2:16][CH2:15][CH2:14]3)[CH2:9][CH2:10][C:5]=2[NH:4][C:3]=1[CH:20]=O.[NH:22]([C:26]1[CH:27]=[C:28]2[C:32](=[CH:33][CH:34]=1)[NH:31][C:30](=[O:35])[CH2:29]2)[C:23]([CH3:25])=[O:24].